Dataset: NCI-60 drug combinations with 297,098 pairs across 59 cell lines. Task: Regression. Given two drug SMILES strings and cell line genomic features, predict the synergy score measuring deviation from expected non-interaction effect. (1) Drug 1: CC12CCC3C(C1CCC2=O)CC(=C)C4=CC(=O)C=CC34C. Drug 2: CCC1(CC2CC(C3=C(CCN(C2)C1)C4=CC=CC=C4N3)(C5=C(C=C6C(=C5)C78CCN9C7C(C=CC9)(C(C(C8N6C=O)(C(=O)OC)O)OC(=O)C)CC)OC)C(=O)OC)O.OS(=O)(=O)O. Cell line: CCRF-CEM. Synergy scores: CSS=48.3, Synergy_ZIP=4.49, Synergy_Bliss=6.29, Synergy_Loewe=-8.46, Synergy_HSA=4.09. (2) Drug 1: C1=NC2=C(N=C(N=C2N1C3C(C(C(O3)CO)O)O)F)N. Drug 2: CCCCC(=O)OCC(=O)C1(CC(C2=C(C1)C(=C3C(=C2O)C(=O)C4=C(C3=O)C=CC=C4OC)O)OC5CC(C(C(O5)C)O)NC(=O)C(F)(F)F)O. Cell line: OVCAR-8. Synergy scores: CSS=67.4, Synergy_ZIP=0.466, Synergy_Bliss=0.0701, Synergy_Loewe=-10.5, Synergy_HSA=4.06.